From a dataset of Full USPTO retrosynthesis dataset with 1.9M reactions from patents (1976-2016). Predict the reactants needed to synthesize the given product. Given the product [CH3:11][C:12]1[CH:13]=[C:14]([N:19]([CH3:34])[C:20]2[C:29]3[C:24](=[CH:25][CH:26]=[CH:27][CH:28]=3)[C:23](=[O:30])[N:22]([CH3:31])[C:21]=2[CH:32]=[O:33])[CH:15]=[CH:16][C:17]=1[CH3:18], predict the reactants needed to synthesize it. The reactants are: C(Cl)(=O)C(Cl)=O.CS(C)=O.[CH3:11][C:12]1[CH:13]=[C:14]([N:19]([CH3:34])[C:20]2[C:29]3[C:24](=[CH:25][CH:26]=[CH:27][CH:28]=3)[C:23](=[O:30])[N:22]([CH3:31])[C:21]=2[CH2:32][OH:33])[CH:15]=[CH:16][C:17]=1[CH3:18].CCN(CC)CC.